Dataset: Reaction yield outcomes from USPTO patents with 853,638 reactions. Task: Predict the reaction yield, written as a fraction of the theoretical maximum amount of product (1.0 means a 100% yield; for example, 0.34 means a 34% yield). (1) The reactants are [O:1]1[C:5]2[CH:6]=[CH:7][C:8]([CH2:10][CH2:11][C:12]([NH:14][C:15]3[CH:24]=[CH:23][C:18]([C:19](OC)=[O:20])=[CH:17][CH:16]=3)=[O:13])=[CH:9][C:4]=2[O:3][CH2:2]1.O.[NH2:26][NH2:27]. The catalyst is CCO. The product is [O:1]1[C:5]2[CH:6]=[CH:7][C:8]([CH2:10][CH2:11][C:12]([NH:14][C:15]3[CH:24]=[CH:23][C:18]([C:19]([NH:26][NH2:27])=[O:20])=[CH:17][CH:16]=3)=[O:13])=[CH:9][C:4]=2[O:3][CH2:2]1. The yield is 0.650. (2) The reactants are CN(C=O)C.Cl[C:7]1[CH:12]=[CH:11][CH:10]=[C:9]([Cl:13])[N:8]=1.[Cl:14][C:15]1[CH:20]=[C:19]([Cl:21])[CH:18]=[CH:17][C:16]=1[OH:22].C(=O)([O-])[O-].[K+].[K+]. The catalyst is O. The product is [Cl:13][C:9]1[CH:10]=[CH:11][CH:12]=[C:7]([O:22][C:16]2[CH:17]=[CH:18][C:19]([Cl:21])=[CH:20][C:15]=2[Cl:14])[N:8]=1. The yield is 0.920. (3) The reactants are [CH2:1]([O:4][C:5]1[CH:12]=[C:11]([F:13])[C:8]([CH2:9][OH:10])=[C:7]([Cl:14])[CH:6]=1)[CH:2]=[CH2:3].[C:15]([O:19][C:20]([N:22]1[CH2:27][CH2:26][N:25]([C:28](Cl)=[O:29])[C@H:24]([CH2:31][CH3:32])[CH2:23]1)=[O:21])([CH3:18])([CH3:17])[CH3:16]. No catalyst specified. The product is [CH2:1]([O:4][C:5]1[CH:12]=[C:11]([F:13])[C:8]([CH2:9][O:10][C:28]([N:25]2[CH2:26][CH2:27][N:22]([C:20]([O:19][C:15]([CH3:17])([CH3:16])[CH3:18])=[O:21])[CH2:23][C@H:24]2[CH2:31][CH3:32])=[O:29])=[C:7]([Cl:14])[CH:6]=1)[CH:2]=[CH2:3]. The yield is 0.870. (4) The reactants are [H-].C([Al+]CC(C)C)C(C)C.C[O:12][C:13](=O)[C:14]1[CH:19]=[C:18]([O:20][CH3:21])[C:17]([O:22][CH3:23])=[CH:16][C:15]=1[CH:24]([CH3:32])[CH2:25][C:26]1[CH:31]=[CH:30][CH:29]=[CH:28][CH:27]=1. The catalyst is C1COCC1. The product is [CH3:23][O:22][C:17]1[C:18]([O:20][CH3:21])=[CH:19][C:14]([CH2:13][OH:12])=[C:15]([CH:24]([CH3:32])[CH2:25][C:26]2[CH:31]=[CH:30][CH:29]=[CH:28][CH:27]=2)[CH:16]=1. The yield is 0.480. (5) The yield is 0.190. The catalyst is C1C=CC=CC=1. The reactants are [CH3:1][CH:2]([CH:6]([CH3:10])[C:7](=[O:9])[CH3:8])[C:3](=O)[CH3:4].C1(C)C=CC(S(O)(=O)=O)=CC=1. The product is [CH3:4][C:3]1[O:9][C:7]([CH3:8])=[C:6]([CH3:10])[C:2]=1[CH3:1]. (6) The yield is 0.320. The product is [OH:25][C:20]1[CH:21]=[CH:22][CH:23]=[CH:24][C:19]=1[CH2:18][C:17]([NH:16][C:11]1[CH:12]=[CH:13][CH:14]=[CH:15][C:10]=1[C:2]1[NH:1][C:9]2[C:4]([CH:3]=1)=[CH:5][CH:6]=[CH:7][CH:8]=2)=[O:27]. No catalyst specified. The reactants are [NH:1]1[C:9]2[C:4](=[CH:5][CH:6]=[CH:7][CH:8]=2)[CH:3]=[C:2]1[C:10]1[CH:15]=[CH:14][CH:13]=[CH:12][C:11]=1[NH:16][C:17](=[O:27])[CH2:18][C:19]1[CH:24]=[CH:23][CH:22]=[CH:21][C:20]=1[O:25]C.COC.B(Br)(Br)Br.